From a dataset of Reaction yield outcomes from USPTO patents with 853,638 reactions. Predict the reaction yield, written as a fraction of the theoretical maximum amount of product (1.0 means a 100% yield; for example, 0.34 means a 34% yield). (1) The reactants are [OH:1][CH2:2][CH2:3][N:4]([CH3:12])[C:5](=[O:11])[O:6][C:7]([CH3:10])([CH3:9])[CH3:8].[H-].[Na+].[CH2:15](Br)[C:16]1[CH:21]=[CH:20][CH:19]=[CH:18][CH:17]=1. The catalyst is C1COCC1. The product is [CH2:15]([O:1][CH2:2][CH2:3][N:4]([CH3:12])[C:5](=[O:11])[O:6][C:7]([CH3:8])([CH3:9])[CH3:10])[C:16]1[CH:21]=[CH:20][CH:19]=[CH:18][CH:17]=1. The yield is 0.730. (2) The reactants are [ClH:1].C[O:3][C:4]([C:6]1([NH:12][C:13]([C:15]2[CH:20]=[CH:19][C:18]([N:21]3[CH2:26][CH2:25][N:24]([CH2:27][CH2:28][CH3:29])[CH2:23][CH2:22]3)=[CH:17][CH:16]=2)=[O:14])[CH2:11][CH2:10][CH2:9][CH2:8][CH2:7]1)=[O:5]. No catalyst specified. The product is [ClH:1].[CH2:27]([N:24]1[CH2:23][CH2:22][N:21]([C:18]2[CH:17]=[CH:16][C:15]([C:13]([NH:12][C:6]3([C:4]([OH:5])=[O:3])[CH2:11][CH2:10][CH2:9][CH2:8][CH2:7]3)=[O:14])=[CH:20][CH:19]=2)[CH2:26][CH2:25]1)[CH2:28][CH3:29]. The yield is 0.410. (3) The reactants are [Cl:1][C:2]1[C:3]([C:11]#[N:12])=[N:4][CH:5]=[C:6]([N+:8]([O-])=O)[CH:7]=1.[Cl-].[Ca+2].[Cl-]. The catalyst is CCO.[Fe]. The product is [NH2:8][C:6]1[CH:7]=[C:2]([Cl:1])[C:3]([C:11]#[N:12])=[N:4][CH:5]=1. The yield is 0.430. (4) The reactants are Br[C:2]1[CH:9]=[C:8]([O:10][CH2:11][CH2:12][CH2:13][Br:14])[CH:7]=[CH:6][C:3]=1[CH:4]=[O:5].[B:15]1([B:15]2[O:19][C:18]([CH3:21])([CH3:20])[C:17]([CH3:23])([CH3:22])[O:16]2)[O:19][C:18]([CH3:21])([CH3:20])[C:17]([CH3:23])([CH3:22])[O:16]1.CC([O-])=O.[K+]. The catalyst is O1CCOCC1.C1C=CC(P(C2C=CC=CC=2)[C-]2C=CC=C2)=CC=1.C1C=CC(P(C2C=CC=CC=2)[C-]2C=CC=C2)=CC=1.Cl[Pd]Cl.[Fe+2]. The product is [Br:14][CH2:13][CH2:12][CH2:11][O:10][C:8]1[CH:7]=[CH:6][C:3]([CH:4]=[O:5])=[C:2]([B:15]2[O:19][C:18]([CH3:21])([CH3:20])[C:17]([CH3:23])([CH3:22])[O:16]2)[CH:9]=1. The yield is 0.840. (5) The reactants are [CH2:1]([C:4]1[CH:9]=[C:8]([Cl:10])[CH:7]=[C:6]([C:11]([CH3:14])([CH3:13])[CH3:12])[C:5]=1[OH:15])[CH:2]=[CH2:3].ClC1C=C(C=CC=1)C(OO)=O.C(=O)([O-])[O-].[K+].[K+].ClC1C2OC(CO)CC=2C(C(F)(F)F)=CC=1.C(C1C2OC(CO)CC=2C=C(Cl)C=1)(C)(C)C.C1(C)C=CC(S(Cl)(=O)=O)=CC=1.[CH3:76][C:77]1[CH:82]=[CH:81][C:80]([S:83]([O:86]CC2CC3C(C(F)(F)F)=CC=C(Cl)C=3O2)(=[O:85])=[O:84])=[CH:79][CH:78]=1. No catalyst specified. The product is [CH3:76][C:77]1[CH:78]=[CH:79][C:80]([S:83]([O:86][CH2:3][CH:2]2[CH2:1][C:4]3[CH:9]=[C:8]([Cl:10])[CH:7]=[C:6]([C:11]([CH3:14])([CH3:13])[CH3:12])[C:5]=3[O:15]2)(=[O:85])=[O:84])=[CH:81][CH:82]=1. The yield is 0.510. (6) The reactants are I[C:2]1[CH:7]=[CH:6][N:5]=[C:4]([N:8]2[C:16]3[CH2:15][CH2:14][CH2:13][CH2:12][C:11]=3[C:10]([C:17]([NH2:19])=[O:18])=[N:9]2)[CH:3]=1.[CH3:20][C:21]1[O:25][N:24]=[C:23]([C@:26]([OH:30])([C:28]#[CH:29])[CH3:27])[CH:22]=1. No catalyst specified. The product is [OH:30][C@:26]([C:23]1[CH:22]=[C:21]([CH3:20])[O:25][N:24]=1)([CH3:27])[C:28]#[C:29][C:2]1[CH:7]=[CH:6][N:5]=[C:4]([N:8]2[C:16]3[CH2:15][CH2:14][CH2:13][CH2:12][C:11]=3[C:10]([C:17]([NH2:19])=[O:18])=[N:9]2)[CH:3]=1. The yield is 0.670. (7) The reactants are C([O:8][C@H:9]1[C@H:14]([O:15]CC2C=CC=CC=2)[C@@H:13]([O:23]CC2C=CC=CC=2)[C@H:12]([C:31]2[CH:36]=[CH:35][C:34]([Cl:37])=[C:33]([CH2:38][C:39]3[CH:44]=[CH:43][C:42]([CH2:45][CH2:46][O:47][CH:48]([F:50])[F:49])=[CH:41][CH:40]=3)[CH:32]=2)[O:11][C@@H:10]1[CH2:51][O:52]CC1C=CC=CC=1)C1C=CC=CC=1.CO.O1CCCC1. The catalyst is [Pd].ClC1C=CC=CC=1Cl. The product is [Cl:37][C:34]1[CH:35]=[CH:36][C:31]([C@H:12]2[C@H:13]([OH:23])[C@@H:14]([OH:15])[C@H:9]([OH:8])[C@@H:10]([CH2:51][OH:52])[O:11]2)=[CH:32][C:33]=1[CH2:38][C:39]1[CH:44]=[CH:43][C:42]([CH2:45][CH2:46][O:47][CH:48]([F:50])[F:49])=[CH:41][CH:40]=1. The yield is 0.640.